Dataset: Full USPTO retrosynthesis dataset with 1.9M reactions from patents (1976-2016). Task: Predict the reactants needed to synthesize the given product. (1) Given the product [CH3:1][C:2]1[C:10]2[C:6](=[CH:7][N:8]([CH2:46][O:45][CH2:44][CH2:43][Si:40]([CH3:42])([CH3:41])[CH3:39])[N:9]=2)[CH:5]=[C:4]([CH2:11][CH:12]([CH2:17][C:18]([O:20][C:21]([CH3:24])([CH3:23])[CH3:22])=[O:19])[C:13]([O:15][CH3:16])=[O:14])[CH:3]=1, predict the reactants needed to synthesize it. The reactants are: [CH3:1][C:2]1[CH:3]=[C:4]([CH2:11][CH:12]([CH2:17][C:18]([O:20][C:21]([CH3:24])([CH3:23])[CH3:22])=[O:19])[C:13]([O:15][CH3:16])=[O:14])[CH:5]=[C:6]2[C:10]=1[NH:9][N:8]=[CH:7]2.C1(N(C)C2CCCCC2)CCCCC1.[CH3:39][Si:40]([CH2:43][CH2:44][O:45][CH2:46]Cl)([CH3:42])[CH3:41]. (2) Given the product [Cl:1][C:2]1[CH:3]=[C:4]([NH:9][C:10]2[C:11]3[CH:19]=[C:18]([NH:28][CH2:27][C:26]4[CH:29]=[CH:30][C:23]([O:22][CH3:21])=[CH:24][CH:25]=4)[N:17]=[CH:16][C:12]=3[N:13]=[CH:14][N:15]=2)[CH:5]=[CH:6][C:7]=1[Cl:8], predict the reactants needed to synthesize it. The reactants are: [Cl:1][C:2]1[CH:3]=[C:4]([NH:9][C:10]2[C:11]3[CH:19]=[C:18](F)[N:17]=[CH:16][C:12]=3[N:13]=[CH:14][N:15]=2)[CH:5]=[CH:6][C:7]=1[Cl:8].[CH3:21][O:22][C:23]1[CH:30]=[CH:29][C:26]([CH2:27][NH2:28])=[CH:25][CH:24]=1. (3) Given the product [Cl:34][C:31]1[C:4]([C:5]([NH:7][C:8]2[CH:30]=[CH:29][C:11]3[CH2:12][CH2:13][C:14]4[C:15]([C:26]([NH2:28])=[O:27])=[N:16][N:17]([C:19]5[CH:24]=[CH:23][C:22]([F:25])=[CH:21][CH:20]=5)[C:18]=4[C:10]=3[CH:9]=2)=[O:6])=[CH:3][C:2]([N:39]([CH2:38][CH2:37][N:36]([CH3:41])[CH3:35])[CH3:40])=[N:33][CH:32]=1, predict the reactants needed to synthesize it. The reactants are: Cl[C:2]1[CH:3]=[C:4]([C:31]([Cl:34])=[CH:32][N:33]=1)[C:5]([NH:7][C:8]1[CH:30]=[CH:29][C:11]2[CH2:12][CH2:13][C:14]3[C:15]([C:26]([NH2:28])=[O:27])=[N:16][N:17]([C:19]4[CH:24]=[CH:23][C:22]([F:25])=[CH:21][CH:20]=4)[C:18]=3[C:10]=2[CH:9]=1)=[O:6].[CH3:35][N:36]([CH3:41])[CH2:37][CH2:38][NH:39][CH3:40]. (4) Given the product [NH:1]([C:16]([O:18][CH2:19][CH:20]1[C:21]2[C:26](=[CH:25][CH:24]=[CH:23][CH:22]=2)[C:27]2[C:32]1=[CH:31][CH:30]=[CH:29][CH:28]=2)=[O:17])[C@H:2]([C:6]([N:8]1[CH2:15][CH2:14][CH2:13][C@H:9]1[C:10]([OH:12])=[O:11])=[O:7])[CH:3]([CH3:5])[CH3:4].[CH3:33][C@@H:34]1[O:39][C@@H:38]([O:40][C@@H:41]2[C:46]3=[C:47]([OH:64])[C:48]4[C:60](=[O:61])[C:59]5[C:54](=[CH:55][CH:56]=[CH:57][C:58]=5[O:62][CH3:63])[C:52](=[O:53])[C:49]=4[C:50]([OH:51])=[C:45]3[CH2:44][C@@:43]([OH:69])([C:65]([CH2:67][OH:68])=[O:66])[CH2:42]2)[CH2:37][C@H:36]([NH2:70])[C@@H:35]1[OH:71], predict the reactants needed to synthesize it. The reactants are: [NH:1]([C:16]([O:18][CH2:19][CH:20]1[C:32]2[C:27](=[CH:28][CH:29]=[CH:30][CH:31]=2)[C:26]2[C:21]1=[CH:22][CH:23]=[CH:24][CH:25]=2)=[O:17])[C@H:2]([C:6]([N:8]1[CH2:15][CH2:14][CH2:13][C@H:9]1[C:10]([OH:12])=[O:11])=[O:7])[CH:3]([CH3:5])[CH3:4].[CH3:33][C@@H:34]1[O:39][C@@H:38]([O:40][C@@H:41]2[C:46]3=[C:47]([OH:64])[C:48]4[C:60](=[O:61])[C:59]5[C:54](=[CH:55][CH:56]=[CH:57][C:58]=5[O:62][CH3:63])[C:52](=[O:53])[C:49]=4[C:50]([OH:51])=[C:45]3[CH2:44][C@@:43]([OH:69])([C:65]([CH2:67][OH:68])=[O:66])[CH2:42]2)[CH2:37][C@H:36]([NH2:70])[C@@H:35]1[OH:71].Cl.C(N(C(C)C)CC)(C)C. (5) Given the product [OH:22][C:21]1[C:12]([CH:2]2[C:10]3[C:5](=[CH:6][CH:7]=[CH:8][CH:9]=3)[NH:4][C:3]2=[O:11])=[CH:13][C:14]2[S:18][C:17]([CH3:19])=[N:16][C:15]=2[CH:20]=1, predict the reactants needed to synthesize it. The reactants are: O[C:2]1([C:12]2[C:21]([OH:22])=[CH:20][C:15]3[N:16]=[C:17]([CH3:19])[S:18][C:14]=3[CH:13]=2)[C:10]2[C:5](=[CH:6][CH:7]=[CH:8][CH:9]=2)[NH:4][C:3]1=[O:11].I. (6) The reactants are: [CH3:1][C:2]([C:4]([O:6][CH2:7][CH2:8][N:9]([CH3:11])[CH3:10])=[O:5])=[CH2:3].[CH3:12][S:13]([O:16]C)(=[O:15])=[O:14].[C:18]([O-])(=O)C(C)=C.CCOCC. Given the product [CH3:12][S:13]([O-:16])(=[O:15])=[O:14].[C:4]([O:6][CH2:7][CH2:8][N+:9]([CH3:18])([CH3:11])[CH3:10])(=[O:5])[C:2]([CH3:1])=[CH2:3], predict the reactants needed to synthesize it. (7) Given the product [C:23]([O:27][C:28](=[O:37])[NH:29][CH2:30][C:31]([C:22]1[C:13]([O:12][CH3:11])=[N:14][C:15]2[C:20]([CH:21]=1)=[CH:19][CH:18]=[CH:17][CH:16]=2)=[O:32])([CH3:26])([CH3:24])[CH3:25], predict the reactants needed to synthesize it. The reactants are: S(Br)(C)(=O)=O.[Li]C(C)(C)C.[CH3:11][O:12][C:13]1[CH:22]=[CH:21][C:20]2[C:15](=[CH:16][CH:17]=[CH:18][CH:19]=2)[N:14]=1.[C:23]([O:27][C:28](=[O:37])[NH:29][CH2:30][C:31](N(OC)C)=[O:32])([CH3:26])([CH3:25])[CH3:24]. (8) Given the product [CH3:57][O:56][C:53]1[CH:54]=[CH:55][C:50]([CH2:49][N:18]([CH2:17][C:16]2[CH:15]=[CH:14][C:13]([O:12][CH3:11])=[CH:59][CH:58]=2)[C:19]2[N:20]=[CH:21][C:22]([C:25]3[C:26]4[CH2:39][CH2:38][N:37]([C:40]5[CH:48]=[CH:47][C:43]([C:44]([N:2]([CH3:1])[CH2:3][CH2:4][N:5]6[CH2:10][CH2:9][O:8][CH2:7][CH2:6]6)=[O:46])=[CH:42][CH:41]=5)[C:27]=4[N:28]=[C:29]([N:31]4[CH2:32][CH2:33][O:34][CH2:35][CH2:36]4)[N:30]=3)=[CH:23][N:24]=2)=[CH:51][CH:52]=1, predict the reactants needed to synthesize it. The reactants are: [CH3:1][NH:2][CH2:3][CH2:4][N:5]1[CH2:10][CH2:9][O:8][CH2:7][CH2:6]1.[CH3:11][O:12][C:13]1[CH:59]=[CH:58][C:16]([CH2:17][N:18]([CH2:49][C:50]2[CH:55]=[CH:54][C:53]([O:56][CH3:57])=[CH:52][CH:51]=2)[C:19]2[N:24]=[CH:23][C:22]([C:25]3[C:26]4[CH2:39][CH2:38][N:37]([C:40]5[CH:48]=[CH:47][C:43]([C:44]([OH:46])=O)=[CH:42][CH:41]=5)[C:27]=4[N:28]=[C:29]([N:31]4[CH2:36][CH2:35][O:34][CH2:33][CH2:32]4)[N:30]=3)=[CH:21][N:20]=2)=[CH:15][CH:14]=1. (9) Given the product [S:4]1[CH:5]=[CH:6][C:2]([N:19]([C:20]2[CH:21]=[CH:22][CH:23]=[CH:24][CH:25]=2)[C:13]2[CH:18]=[CH:17][CH:16]=[CH:15][CH:14]=2)=[CH:3]1, predict the reactants needed to synthesize it. The reactants are: Br[C:2]1[CH:6]=[CH:5][S:4][CH:3]=1.BrC1SC=CC=1.[C:13]1([NH:19][C:20]2[CH:25]=[CH:24][CH:23]=[CH:22][CH:21]=2)[CH:18]=[CH:17][CH:16]=[CH:15][CH:14]=1.CC(C)([O-])C.[Na+].C1(C(C2C=CC=CC=2)=C(P(C2CCCCC2)C2CCCCC2)C)C=CC=CC=1.[Cl-].[NH4+]. (10) Given the product [CH2:1]([O:3][C:4]([C:6]1[S:15][C:14]2[C:13]3[CH:16]=[CH:17][C:18]([OH:28])=[CH:19][C:12]=3[O:11][C:10]3[CH:22]=[CH:23][CH:24]=[CH:25][C:9]=3[C:8]=2[CH:7]=1)=[O:5])[CH3:2], predict the reactants needed to synthesize it. The reactants are: [CH2:1]([O:3][C:4]([C:6]1[S:15][C:14]2[C:13]3[CH:16]=[C:17](OC)[CH:18]=[CH:19][C:12]=3[O:11][C:10]3[CH:22]=[CH:23][CH:24]=[CH:25][C:9]=3[C:8]=2[CH:7]=1)=[O:5])[CH3:2].C([O:28]C(C1SC2C3C=C(O)C=CC=3OC3C=CC=CC=3C=2C=1)=O)C.